Task: Predict the product of the given reaction.. Dataset: Forward reaction prediction with 1.9M reactions from USPTO patents (1976-2016) (1) Given the reactants Cl[CH2:2][CH2:3][CH2:4][C:5]1([C:16]#[N:17])[CH2:10][CH2:9][N:8]([C:11]([O:13][CH2:14][CH3:15])=[O:12])[CH2:7][CH2:6]1.[C-:18]#[N:19].[Na+], predict the reaction product. The product is: [C:18]([CH2:2][CH2:3][CH2:4][C:5]1([C:16]#[N:17])[CH2:10][CH2:9][N:8]([C:11]([O:13][CH2:14][CH3:15])=[O:12])[CH2:7][CH2:6]1)#[N:19]. (2) Given the reactants C([NH:3][C@@H:4]1[C:53](=[O:54])[N:6]2[C:7]([C:37]([O:39][CH:40]([C:47]3[CH:52]=[CH:51][CH:50]=[CH:49][CH:48]=3)[C:41]3[CH:46]=[CH:45][CH:44]=[CH:43][CH:42]=3)=[O:38])=[C:8]([S:11][CH2:12][C:13]3[CH:14]=[N:15][N:16](C(C4C=CC=CC=4)(C4C=CC=CC=4)C4C=CC=CC=4)[CH:17]=3)[CH2:9][S:10][C@H:5]12)=O.Cl, predict the reaction product. The product is: [NH2:3][C@@H:4]1[C:53](=[O:54])[N:6]2[C:7]([C:37]([O:39][CH:40]([C:41]3[CH:46]=[CH:45][CH:44]=[CH:43][CH:42]=3)[C:47]3[CH:52]=[CH:51][CH:50]=[CH:49][CH:48]=3)=[O:38])=[C:8]([S:11][CH2:12][C:13]3[CH:17]=[N:16][NH:15][CH:14]=3)[CH2:9][S:10][C@H:5]12. (3) The product is: [CH3:22][O:21][C:15]1[CH:14]=[C:13]([C:6]2[C:5]([C:23]3[C:24]([F:31])=[CH:25][C:26]([F:30])=[CH:27][C:28]=3[F:29])=[C:4]([CH3:32])[NH:3][C:2](=[O:34])[C:7]=2[C:8]([O:10][CH2:11][CH3:12])=[O:9])[CH:18]=[C:17]([O:19][CH3:20])[CH:16]=1. Given the reactants N[C:2]1[C:7]([C:8]([O:10][CH2:11][CH3:12])=[O:9])=[C:6]([C:13]2[CH:18]=[C:17]([O:19][CH3:20])[CH:16]=[C:15]([O:21][CH3:22])[CH:14]=2)[C:5]([C:23]2[C:28]([F:29])=[CH:27][C:26]([F:30])=[CH:25][C:24]=2[F:31])=[C:4]([CH3:32])[N:3]=1.N([O-])=[O:34].[Na+], predict the reaction product.